From a dataset of Full USPTO retrosynthesis dataset with 1.9M reactions from patents (1976-2016). Predict the reactants needed to synthesize the given product. (1) Given the product [N:16]1[CH:17]=[CH:12][CH:13]=[CH:14][C:15]=1[C:26]1[CH2:31][CH2:30][N:29]([C:32]([O-:34])=[O:33])[CH2:28][CH:27]=1.[F:11][C:12]1[CH:13]=[CH:14][C:15]([CH:26]2[CH2:27][CH2:28][N:29]([C:32]([O:34][C:35]([CH3:37])([CH3:36])[CH3:38])=[O:33])[CH2:30][CH2:31]2)=[N:16][C:17]=1[CH2:18][NH:19][C@H:20]([CH:23]([CH3:25])[CH3:24])[CH2:21][OH:22], predict the reactants needed to synthesize it. The reactants are: C12CC(CC1)C=C2B(O)O.[F:11][C:12]1[CH:13]=[CH:14][C:15]([C:26]2[CH2:31][CH2:30][N:29]([C:32]([O:34][C:35]([CH3:38])([CH3:37])[CH3:36])=[O:33])[CH2:28][CH:27]=2)=[N:16][C:17]=1[CH2:18][NH:19][C@H:20]([CH:23]([CH3:25])[CH3:24])[CH2:21][OH:22]. (2) Given the product [CH2:21]([NH:29][CH:2]1[C:10]2[C:5](=[CH:6][C:7]([O:11][C:12]3[CH:20]=[CH:19][C:15]([C:16]([NH2:18])=[O:17])=[CH:14][N:13]=3)=[CH:8][CH:9]=2)[CH2:4][CH2:3]1)[CH2:22][C:23]1[CH:28]=[CH:27][CH:26]=[CH:25][CH:24]=1, predict the reactants needed to synthesize it. The reactants are: O=[C:2]1[C:10]2[C:5](=[CH:6][C:7]([O:11][C:12]3[CH:20]=[CH:19][C:15]([C:16]([NH2:18])=[O:17])=[CH:14][N:13]=3)=[CH:8][CH:9]=2)[CH2:4][CH2:3]1.[CH2:21]([NH2:29])[CH2:22][C:23]1[CH:28]=[CH:27][CH:26]=[CH:25][CH:24]=1.[BH3-]C#N.[Na+]. (3) Given the product [Cl:1][C:2]1[CH:3]=[C:4]([CH:26]=[CH:27][CH:28]=1)[O:5][CH2:6][C:7]1[NH:25][C:10]2[N:11]=[C:12]([C:19]3[CH:20]=[CH:21][CH:22]=[CH:23][CH:24]=3)[N:13]=[C:14]([NH:15][CH2:16][CH2:17][NH:36][C:30](=[O:31])[N:32]([CH3:34])[CH3:33])[C:9]=2[CH:8]=1, predict the reactants needed to synthesize it. The reactants are: [Cl:1][C:2]1[CH:3]=[C:4]([CH:26]=[CH:27][CH:28]=1)[O:5][CH2:6][C:7]1[NH:25][C:10]2[N:11]=[C:12]([C:19]3[CH:24]=[CH:23][CH:22]=[CH:21][CH:20]=3)[N:13]=[C:14]([NH:15][CH:16](N)[CH3:17])[C:9]=2[CH:8]=1.Cl[C:30]([N:32]([CH3:34])[CH3:33])=[O:31].C[N:36](C=O)C. (4) Given the product [C:1]([O:9][CH2:10][C:11]([CH3:12])([CH2:20][CH3:21])[CH:14]([O:19][C:29](=[O:30])[C:22]1[CH:23]=[CH:24][CH:25]=[CH:26][CH:27]=1)[CH:15]([CH3:18])[CH2:16][CH3:17])(=[O:8])[C:2]1[CH:7]=[CH:6][CH:5]=[CH:4][CH:3]=1, predict the reactants needed to synthesize it. The reactants are: [C:1]([OH:9])(=[O:8])[C:2]1[CH:7]=[CH:6][CH:5]=[CH:4][CH:3]=1.[CH3:10][C:11]([CH2:20][CH3:21])([CH:14]([OH:19])[CH:15]([CH3:18])[CH2:16][CH3:17])[CH2:12]O.[C:22]1([CH3:29])[C:23](C)=[CH:24][CH:25]=[CH:26][CH:27]=1.[OH-:30].[Na+]. (5) Given the product [C:14]([O:18][C:19](=[O:20])[NH:7][C:8]1[CH:9]=[N:10][CH:11]=[CH:12][CH:13]=1)([CH3:17])([CH3:16])[CH3:15], predict the reactants needed to synthesize it. The reactants are: CC(C)([O-])C.[K+].[NH2:7][C:8]1[CH:9]=[N:10][CH:11]=[CH:12][CH:13]=1.[C:14]([O:18][C:19](O[C:19]([O:18][C:14]([CH3:17])([CH3:16])[CH3:15])=[O:20])=[O:20])([CH3:17])([CH3:16])[CH3:15].C(O)(=O)C.